From a dataset of HIV replication inhibition screening data with 41,000+ compounds from the AIDS Antiviral Screen. Binary Classification. Given a drug SMILES string, predict its activity (active/inactive) in a high-throughput screening assay against a specified biological target. The drug is COC(=O)CCC(C)C1CCC2C3CCC4CC5CCC4C3(CO5)C(=O)C(Br)C12C. The result is 0 (inactive).